From a dataset of Forward reaction prediction with 1.9M reactions from USPTO patents (1976-2016). Predict the product of the given reaction. Given the reactants Cl.[CH3:2][C:3]1[CH:4]=[C:5]([C:8]2[O:12][N:11]=[C:10]([C@H:13]3[CH2:18][CH2:17][CH2:16][NH:15][CH2:14]3)[N:9]=2)[NH:6][CH:7]=1.[F:19][C:20]1[CH:21]=[N:22][CH:23]=[CH:24][C:25]=1[C:26](O)=[O:27], predict the reaction product. The product is: [F:19][C:20]1[CH:21]=[N:22][CH:23]=[CH:24][C:25]=1[C:26]([N:15]1[CH2:16][CH2:17][CH2:18][C@H:13]([C:10]2[N:9]=[C:8]([C:5]3[NH:6][CH:7]=[C:3]([CH3:2])[CH:4]=3)[O:12][N:11]=2)[CH2:14]1)=[O:27].